This data is from Full USPTO retrosynthesis dataset with 1.9M reactions from patents (1976-2016). The task is: Predict the reactants needed to synthesize the given product. (1) Given the product [N:3]1[CH:4]=[CH:5][CH:6]=[CH:7][C:2]=1[C:11]#[C:10][CH2:9][CH2:8][C:12]1[O:13][C:14]2[C:20]([OH:21])=[CH:19][CH:18]=[CH:17][C:15]=2[N:16]=1, predict the reactants needed to synthesize it. The reactants are: Br[C:2]1[CH:7]=[CH:6][CH:5]=[CH:4][N:3]=1.[CH2:8]([C:12]1[O:13][C:14]2[C:20]([OH:21])=[CH:19][CH:18]=[CH:17][C:15]=2[N:16]=1)[CH2:9][C:10]#[CH:11]. (2) Given the product [O:33]=[S:2]1(=[O:1])[C:6]2[CH:7]=[CH:8][C:9]([O:11][C:12]3[CH:13]=[C:14]([CH:24]=[C:25]([O:27][C@@H:28]([CH3:32])[CH2:29][O:30][CH3:31])[CH:26]=3)[C:15]([NH:17][C:18]3[CH:22]=[CH:21][N:20]([CH3:23])[N:19]=3)=[O:16])=[CH:10][C:5]=2[CH2:4][CH2:3]1, predict the reactants needed to synthesize it. The reactants are: [O:1]=[S:2]1(=[O:33])[C:6]2[CH:7]=[CH:8][C:9]([O:11][C:12]3[CH:13]=[C:14]([CH:24]=[C:25]([O:27][C@@H:28]([CH3:32])[CH2:29][O:30][CH3:31])[CH:26]=3)[C:15]([NH:17][C:18]3[CH:22]=[CH:21][N:20]([CH3:23])[N:19]=3)=[O:16])=[CH:10][C:5]=2[CH:4]=[CH:3]1.C([O-])=O.[NH4+]. (3) Given the product [CH3:1][O:2][C:3]1[C:7]([C:8]([O:10][CH2:11][CH3:12])=[O:9])=[CH:6][N:5]([C:22]2[CH:23]=[N:24][C:25]([C:28]([F:31])([F:30])[F:29])=[N:26][CH:27]=2)[N:4]=1, predict the reactants needed to synthesize it. The reactants are: [CH3:1][O:2][C:3]1[C:7]([C:8]([O:10][CH2:11][CH3:12])=[O:9])=[CH:6][NH:5][N:4]=1.N1CCC[C@H]1C(O)=O.Br[C:22]1[CH:23]=[N:24][C:25]([C:28]([F:31])([F:30])[F:29])=[N:26][CH:27]=1.C(=O)([O-])[O-].[K+].[K+]. (4) Given the product [Br:9][C:10]1[CH:11]=[N:12][C:13]2[C:14]3[N:27]([CH2:28][C:29]([CH3:31])([OH:32])[CH3:30])[C:21]([CH2:22][O:23][CH2:24][CH3:25])=[N:20][C:15]=3[CH:16]=[N:17][C:18]=2[CH:19]=1, predict the reactants needed to synthesize it. The reactants are: C(=O)([O-])[O-].[K+].[K+].O.Cl.[Br:9][C:10]1[CH:19]=[C:18]2[C:13]([C:14]([NH:27][CH2:28][C:29]([OH:32])([CH3:31])[CH3:30])=[C:15]([NH:20][C:21](=O)[CH2:22][O:23][CH2:24][CH3:25])[CH:16]=[N:17]2)=[N:12][CH:11]=1. (5) Given the product [C:1]([C:5]1[N:9]=[C:8]([C:10]([CH:11]([NH:14][C:15]([CH:17]([NH:26][C:27]([N:29]2[CH2:30][CH2:31][O:32][CH2:33][CH2:34]2)=[O:28])[CH2:18][S:19]([CH2:22][CH:23]([CH3:24])[CH3:25])(=[O:21])=[O:20])=[O:16])[CH2:12][CH3:13])=[O:35])[O:7][N:6]=1)([CH3:4])([CH3:2])[CH3:3], predict the reactants needed to synthesize it. The reactants are: [C:1]([C:5]1[N:9]=[C:8]([CH:10]([OH:35])[CH:11]([NH:14][C:15]([CH:17]([NH:26][C:27]([N:29]2[CH2:34][CH2:33][O:32][CH2:31][CH2:30]2)=[O:28])[CH2:18][S:19]([CH2:22][CH:23]([CH3:25])[CH3:24])(=[O:21])=[O:20])=[O:16])[CH2:12][CH3:13])[O:7][N:6]=1)([CH3:4])([CH3:3])[CH3:2].CC(OI1(OC(C)=O)(OC(C)=O)OC(=O)C2C=CC=CC1=2)=O.C(=O)(O)[O-].[Na+].S([O-])([O-])(=O)=S.[Na+].[Na+]. (6) Given the product [CH3:1][N:2]1[C:6]([C:7]2[CH:8]=[CH:9][C:10]3[NH:16][C:15](=[S:36])[CH2:14][O:13][C:12]([CH3:23])([C:18]4[CH:22]=[CH:21][S:20][CH:19]=4)[C:11]=3[CH:24]=2)=[CH:5][CH:4]=[C:3]1[C:25]#[N:26], predict the reactants needed to synthesize it. The reactants are: [CH3:1][N:2]1[C:6]([C:7]2[CH:8]=[CH:9][C:10]3[NH:16][C:15](=O)[CH2:14][O:13][C:12]([CH3:23])([C:18]4[CH:22]=[CH:21][S:20][CH:19]=4)[C:11]=3[CH:24]=2)=[CH:5][CH:4]=[C:3]1[C:25]#[N:26].COC1C=CC(P2(SP(C3C=CC(OC)=CC=3)(=S)S2)=[S:36])=CC=1. (7) The reactants are: [CH2:1]([N:3]([CH2:6]C)CC)[CH3:2].[CH3:8][S:9]([Cl:12])(=[O:11])=[O:10]. Given the product [ClH:12].[CH3:6][NH:3][CH2:1][CH2:2][S:9]([CH3:8])(=[O:11])=[O:10], predict the reactants needed to synthesize it.